Dataset: Full USPTO retrosynthesis dataset with 1.9M reactions from patents (1976-2016). Task: Predict the reactants needed to synthesize the given product. (1) Given the product [CH2:33]([N:35]1[CH2:40][CH2:39][N:38]([CH2:25][C:24]2[CH:23]=[CH:22][C:21]([CH:13]3[NH:12][C:7]4[C:6]5[C:5](=[N:4][NH:3][C:2](=[O:1])[C:11]=5[CH:10]=[CH:9][CH:8]=4)[CH:14]3[C:15]3[CH:20]=[CH:19][CH:18]=[CH:17][CH:16]=3)=[CH:28][CH:27]=2)[CH2:37][CH2:36]1)[CH3:34], predict the reactants needed to synthesize it. The reactants are: [O:1]=[C:2]1[C:11]2[CH:10]=[CH:9][CH:8]=[C:7]3[NH:12][CH:13]([C:21]4[CH:28]=[CH:27][C:24]([CH:25]=O)=[CH:23][CH:22]=4)[CH:14]([C:15]4[CH:20]=[CH:19][CH:18]=[CH:17][CH:16]=4)[C:5]([C:6]=23)=[N:4][NH:3]1.C(O)(=O)C.[CH2:33]([N:35]1[CH2:40][CH2:39][NH:38][CH2:37][CH2:36]1)[CH3:34].[BH-](OC(C)=O)(OC(C)=O)OC(C)=O.[Na+]. (2) Given the product [C:13]([C:17]1[N:18]=[C:19]([O:10][C:3]2[C:4]([CH3:9])=[CH:5][C:6]([CH3:8])=[CH:7][C:2]=2[CH3:1])[C:20]([C:23]([OH:25])=[O:24])=[N:21][CH:22]=1)([CH3:16])([CH3:14])[CH3:15], predict the reactants needed to synthesize it. The reactants are: [CH3:1][C:2]1[CH:7]=[C:6]([CH3:8])[CH:5]=[C:4]([CH3:9])[C:3]=1[OH:10].[H-].[Na+].[C:13]([C:17]1[N:18]=[C:19](Cl)[C:20]([C:23]([O:25]CC)=[O:24])=[N:21][CH:22]=1)([CH3:16])([CH3:15])[CH3:14].[OH-].[Na+].Cl. (3) Given the product [Br:15][C:16]1[CH:17]=[CH:18][C:19]([O:24][CH3:25])=[C:20]([CH:23]=1)[CH:21]([OH:22])[C:7]1[CH:8]=[CH:9][C:4]([CH2:3][CH3:2])=[CH:5][CH:6]=1, predict the reactants needed to synthesize it. The reactants are: Br[CH2:2][CH2:3][C:4]1[CH:9]=[CH:8][CH:7]=[CH:6][CH:5]=1.[Li]CCCC.[Br:15][C:16]1[CH:17]=[CH:18][C:19]([O:24][CH3:25])=[C:20]([CH:23]=1)[CH:21]=[O:22]. (4) Given the product [ClH:34].[NH2:8][C@@H:16]1[C@@H:11]([OH:10])[C@H:12]([CH2:19][C:20]2[CH:25]=[CH:24][C:23]([O:26][CH3:27])=[C:22]([CH2:28][CH2:29][O:30][CH3:31])[CH:21]=2)[CH2:13][S:14](=[O:18])(=[O:17])[CH2:15]1, predict the reactants needed to synthesize it. The reactants are: C(OC([N:8]1[C@@H:16]2[C@H:11]([C@H:12]([CH2:19][C:20]3[CH:25]=[CH:24][C:23]([O:26][CH3:27])=[C:22]([CH2:28][CH2:29][O:30][CH3:31])[CH:21]=3)[CH2:13][S:14](=[O:18])(=[O:17])[CH2:15]2)[O:10]C1(C)C)=O)(C)(C)C.[ClH:34].N.